Task: Predict the product of the given reaction.. Dataset: Forward reaction prediction with 1.9M reactions from USPTO patents (1976-2016) (1) Given the reactants Br[C:2]1[CH:7]=[CH:6][C:5]([N+:8]([O-:10])=[O:9])=[CH:4][C:3]=1[O:11][CH2:12][CH3:13].[N:14]1[CH:19]=[CH:18][C:17](B(O)O)=[CH:16][CH:15]=1.C(=O)([O-])[O-].[K+].[K+], predict the reaction product. The product is: [CH2:12]([O:11][C:3]1[CH:4]=[C:5]([N+:8]([O-:10])=[O:9])[CH:6]=[CH:7][C:2]=1[C:17]1[CH:18]=[CH:19][N:14]=[CH:15][CH:16]=1)[CH3:13]. (2) Given the reactants C[O:2][C:3](=[O:27])[C:4]1[CH:9]=[CH:8][C:7]([S:10]([N:13]2[C:21]3[C:16](=[CH:17][CH:18]=[CH:19][CH:20]=3)[C:15]([CH:22]3[CH2:26][CH2:25][CH2:24][CH2:23]3)=[N:14]2)(=[O:12])=[O:11])=[CH:6][CH:5]=1.[OH-].[Na+].Cl, predict the reaction product. The product is: [CH:22]1([C:15]2[C:16]3[C:21](=[CH:20][CH:19]=[CH:18][CH:17]=3)[N:13]([S:10]([C:7]3[CH:8]=[CH:9][C:4]([C:3]([OH:27])=[O:2])=[CH:5][CH:6]=3)(=[O:11])=[O:12])[N:14]=2)[CH2:23][CH2:24][CH2:25][CH2:26]1.